This data is from Full USPTO retrosynthesis dataset with 1.9M reactions from patents (1976-2016). The task is: Predict the reactants needed to synthesize the given product. (1) Given the product [Cl:10][C:11]1[N:12]=[CH:13][C:14]([C:17]([NH:25][C:22]2([C:21]([F:27])([F:26])[F:20])[CH2:24][CH2:23]2)=[O:19])=[N:15][CH:16]=1, predict the reactants needed to synthesize it. The reactants are: C(N(CC)C(C)C)(C)C.[Cl:10][C:11]1[N:12]=[CH:13][C:14]([C:17]([OH:19])=O)=[N:15][CH:16]=1.[F:20][C:21]([F:27])([F:26])[C:22]1([NH2:25])[CH2:24][CH2:23]1.C([O-])(O)=O.[Na+]. (2) Given the product [CH2:77]([C@H:76]([NH:84][C:52](=[O:54])[C:51]1[CH:55]=[C:56]([N:58]2[CH2:62][CH2:61][CH2:60][C:59]2=[O:63])[CH:57]=[C:49]([O:48][C@H:44]([CH2:46][CH3:47])[CH3:45])[CH:50]=1)[C@@H:75]([OH:85])[CH2:74][C@H:73]([C:72](=[O:87])[NH:71][CH:65]1[CH2:66][CH:67]2[CH2:70][CH:64]1[CH2:69][CH2:68]2)[CH3:86])[C:78]1[CH:79]=[CH:80][CH:81]=[CH:82][CH:83]=1, predict the reactants needed to synthesize it. The reactants are: C([C@H](NC(=O)C1C=C(C2C=CC=CC=2)C=C(N2CCCC2=O)C=1)[C@@H](O)C[C@H](C(=O)NCCC(C)(C)C)C)C1C=CC=CC=1.[C@@H:44]([O:48][C:49]1[CH:50]=[C:51]([CH:55]=[C:56]([N:58]2[CH2:62][CH2:61][CH2:60][C:59]2=[O:63])[CH:57]=1)[C:52]([OH:54])=O)([CH2:46][CH3:47])[CH3:45].[CH:64]12[CH2:70][CH:67]([CH2:68][CH2:69]1)[CH2:66][CH:65]2[NH:71][C:72](=[O:87])[C@H:73]([CH3:86])[CH2:74][C@H:75]([OH:85])[C@@H:76]([NH2:84])[CH2:77][C:78]1[CH:83]=[CH:82][CH:81]=[CH:80][CH:79]=1. (3) Given the product [CH2:21]([C:20]([C:17]1[CH:18]=[CH:19][C:14]([C:9]2[CH:10]=[C:11]([OH:13])[CH:12]=[C:7]([CH2:6][C:5]([OH:41])=[O:4])[CH:8]=2)=[C:15]([CH3:40])[CH:16]=1)([C:23]1[CH:28]=[CH:27][C:26]([CH2:29][CH2:30][CH:31]([OH:36])[C:32]([CH3:34])([CH3:35])[CH3:33])=[C:25]([CH3:37])[CH:24]=1)[CH2:38][CH3:39])[CH3:22], predict the reactants needed to synthesize it. The reactants are: [OH-].[Na+].C[O:4][C:5](=[O:41])[CH2:6][C:7]1[CH:8]=[C:9]([C:14]2[CH:19]=[CH:18][C:17]([C:20]([CH2:38][CH3:39])([C:23]3[CH:28]=[CH:27][C:26]([CH2:29][CH2:30][CH:31]([OH:36])[C:32]([CH3:35])([CH3:34])[CH3:33])=[C:25]([CH3:37])[CH:24]=3)[CH2:21][CH3:22])=[CH:16][C:15]=2[CH3:40])[CH:10]=[C:11]([OH:13])[CH:12]=1.Cl. (4) The reactants are: C([O:5][C:6](=[O:32])/[CH:7]=[CH:8]/[C:9]1[CH:14]=[CH:13][C:12]([C:15]2[O:16][C:17]3[N:18]=[C:19]([O:24][C:25]4[CH:30]=[CH:29][CH:28]=[CH:27][C:26]=4[F:31])[N:20]=[CH:21][C:22]=3[N:23]=2)=[CH:11][CH:10]=1)(C)(C)C. Given the product [F:31][C:26]1[CH:27]=[CH:28][CH:29]=[CH:30][C:25]=1[O:24][C:19]1[N:20]=[CH:21][C:22]2[N:23]=[C:15]([C:12]3[CH:11]=[CH:10][C:9](/[CH:8]=[CH:7]/[C:6]([OH:32])=[O:5])=[CH:14][CH:13]=3)[O:16][C:17]=2[N:18]=1, predict the reactants needed to synthesize it. (5) Given the product [F:1][C:2]1[CH:3]=[C:4]([CH:29]=[C:30]([N:32]2[CH2:37][CH2:36][O:35][CH2:34][CH2:33]2)[CH:31]=1)[C:5]([NH:7][C:8]1[C:17]2[C:12](=[CH:13][CH:14]=[CH:15][CH:16]=2)[C:11]([O:18][C:19]2[CH:24]=[CH:23][N:22]=[C:21]([NH:46][CH2:45][CH2:44][CH:40]3[CH2:41][CH2:42][CH2:43][N:39]3[CH3:38])[N:20]=2)=[CH:10][CH:9]=1)=[O:6], predict the reactants needed to synthesize it. The reactants are: [F:1][C:2]1[CH:3]=[C:4]([CH:29]=[C:30]([N:32]2[CH2:37][CH2:36][O:35][CH2:34][CH2:33]2)[CH:31]=1)[C:5]([NH:7][C:8]1[C:17]2[C:12](=[CH:13][CH:14]=[CH:15][CH:16]=2)[C:11]([O:18][C:19]2[CH:24]=[CH:23][N:22]=[C:21](S(C)(=O)=O)[N:20]=2)=[CH:10][CH:9]=1)=[O:6].[CH3:38][N:39]1[CH2:43][CH2:42][CH2:41][CH:40]1[CH2:44][CH2:45][NH2:46]. (6) Given the product [N:43]1([CH2:42][CH2:41][CH2:40][NH:39][C:3](=[O:5])[CH:2]([OH:1])[C:6]2[CH:11]=[CH:10][C:9]([C:12]3[N:16]=[C:15]([C:17]4[O:21][N:20]=[C:19]([C:22]5[CH:23]=[CH:24][CH:25]=[CH:26][CH:27]=5)[C:18]=4[C:28]([F:29])([F:30])[F:31])[O:14][N:13]=3)=[CH:8][CH:7]=2)[CH:47]=[CH:46][N:45]=[CH:44]1.[C:75]([OH:76])([C:28]([F:31])([F:30])[F:29])=[O:36], predict the reactants needed to synthesize it. The reactants are: [OH:1][CH:2]([C:6]1[CH:11]=[CH:10][C:9]([C:12]2[N:16]=[C:15]([C:17]3[O:21][N:20]=[C:19]([C:22]4[CH:27]=[CH:26][CH:25]=[CH:24][CH:23]=4)[C:18]=3[C:28]([F:31])([F:30])[F:29])[O:14][N:13]=2)=[CH:8][CH:7]=1)[C:3]([OH:5])=O.CN1CC[O:36]CC1.[NH2:39][CH2:40][CH2:41][CH2:42][N:43]1[CH:47]=[CH:46][N:45]=[CH:44]1.CN(C(ON1N=NC2C=CC=NC1=2)=[N+](C)C)C.F[P-](F)(F)(F)(F)F.CN([CH:75]=[O:76])C. (7) Given the product [NH2:1][C:2]1[CH:3]=[C:4]([C:5]([O:7][CH2:8][CH3:9])=[O:6])[CH:10]=[C:11]([C:16]2[C:17]([O:21][CH3:22])=[CH:18][CH:19]=[CH:20][C:15]=2[F:14])[CH:12]=1, predict the reactants needed to synthesize it. The reactants are: [NH2:1][C:2]1[CH:3]=[C:4]([CH:10]=[C:11](Br)[CH:12]=1)[C:5]([O:7][CH2:8][CH3:9])=[O:6].[F:14][C:15]1[CH:20]=[CH:19][CH:18]=[C:17]([O:21][CH3:22])[C:16]=1B(O)O.C(=O)([O-])[O-].[K+].[K+].